Task: Regression. Given two drug SMILES strings and cell line genomic features, predict the synergy score measuring deviation from expected non-interaction effect.. Dataset: NCI-60 drug combinations with 297,098 pairs across 59 cell lines (1) Drug 2: C1=NC2=C(N1)C(=S)N=C(N2)N. Cell line: 786-0. Synergy scores: CSS=46.4, Synergy_ZIP=-6.90, Synergy_Bliss=-4.37, Synergy_Loewe=-1.87, Synergy_HSA=0.581. Drug 1: CCC1=CC2CC(C3=C(CN(C2)C1)C4=CC=CC=C4N3)(C5=C(C=C6C(=C5)C78CCN9C7C(C=CC9)(C(C(C8N6C)(C(=O)OC)O)OC(=O)C)CC)OC)C(=O)OC.C(C(C(=O)O)O)(C(=O)O)O. (2) Drug 1: C1=CN(C(=O)N=C1N)C2C(C(C(O2)CO)O)O.Cl. Drug 2: CS(=O)(=O)OCCCCOS(=O)(=O)C. Cell line: MCF7. Synergy scores: CSS=-1.17, Synergy_ZIP=0.750, Synergy_Bliss=3.41, Synergy_Loewe=-2.86, Synergy_HSA=0.00870. (3) Drug 1: C1CCN(CC1)CCOC2=CC=C(C=C2)C(=O)C3=C(SC4=C3C=CC(=C4)O)C5=CC=C(C=C5)O. Drug 2: CC1=C(C(=CC=C1)Cl)NC(=O)C2=CN=C(S2)NC3=CC(=NC(=N3)C)N4CCN(CC4)CCO. Cell line: HL-60(TB). Synergy scores: CSS=-11.4, Synergy_ZIP=10.5, Synergy_Bliss=5.08, Synergy_Loewe=-5.22, Synergy_HSA=-6.28. (4) Drug 1: C1=NC2=C(N1)C(=S)N=C(N2)N. Drug 2: B(C(CC(C)C)NC(=O)C(CC1=CC=CC=C1)NC(=O)C2=NC=CN=C2)(O)O. Cell line: NCI-H322M. Synergy scores: CSS=35.2, Synergy_ZIP=4.60, Synergy_Bliss=6.99, Synergy_Loewe=5.38, Synergy_HSA=5.34.